Dataset: Reaction yield outcomes from USPTO patents with 853,638 reactions. Task: Predict the reaction yield, written as a fraction of the theoretical maximum amount of product (1.0 means a 100% yield; for example, 0.34 means a 34% yield). (1) The reactants are [CH2:1]([NH2:8])[C:2]1[CH:7]=[CH:6][CH:5]=[CH:4][CH:3]=1.[CH3:9][O:10][C:11]1[CH:12]=[C:13]([CH:19]2[CH2:24][CH2:23][N:22]([C:25]3[C:26]([CH3:39])=[C:27]([CH3:38])[C:28]4[O:32][C:31]([CH3:34])([CH3:33])[CH:30](O)[C:29]=4[C:36]=3[CH3:37])[CH2:21][CH2:20]2)[CH:14]=[CH:15][C:16]=1[O:17][CH3:18]. No catalyst specified. The product is [CH2:1]([NH:8][CH:30]1[C:29]2[C:36]([CH3:37])=[C:25]([N:22]3[CH2:21][CH2:20][CH:19]([C:13]4[CH:14]=[CH:15][C:16]([O:17][CH3:18])=[C:11]([O:10][CH3:9])[CH:12]=4)[CH2:24][CH2:23]3)[C:26]([CH3:39])=[C:27]([CH3:38])[C:28]=2[O:32][C:31]1([CH3:34])[CH3:33])[C:2]1[CH:7]=[CH:6][CH:5]=[CH:4][CH:3]=1. The yield is 0.800. (2) The reactants are Cl[C:2]1[N:7]=[C:6]([C:8]#[N:9])[CH:5]=[CH:4][CH:3]=1.[CH2:10]([O:17][C:18]1[C:23]([CH:24]=[O:25])=[CH:22][CH:21]=[CH:20][C:19]=1B(O)O)[C:11]1[CH:16]=[CH:15][CH:14]=[CH:13][CH:12]=1. No catalyst specified. The product is [CH2:10]([O:17][C:18]1[C:23]([CH:24]=[O:25])=[CH:22][CH:21]=[CH:20][C:19]=1[C:2]1[N:7]=[C:6]([C:8]#[N:9])[CH:5]=[CH:4][CH:3]=1)[C:11]1[CH:12]=[CH:13][CH:14]=[CH:15][CH:16]=1. The yield is 0.740. (3) The reactants are Br[C:2]1[C:3]([NH2:16])=[N:4][CH:5]=[C:6]([C:8]2[C:13]([CH3:14])=[CH:12][CH:11]=[CH:10][C:9]=2[CH3:15])[N:7]=1.C(=O)([O-])[O-].[Na+].[Na+].[NH2:23][C:24]1[CH:29]=[CH:28][CH:27]=[CH:26][CH:25]=1. No catalyst specified. The product is [CH3:15][C:9]1[CH:10]=[CH:11][CH:12]=[C:13]([CH3:14])[C:8]=1[C:6]1[N:7]=[C:2]([NH:23][C:24]2[CH:29]=[CH:28][CH:27]=[CH:26][CH:25]=2)[C:3]([NH2:16])=[N:4][CH:5]=1. The yield is 0.810. (4) The reactants are Br[CH2:2][C:3]([C:5]1[CH:25]=[CH:24][C:8]([O:9][CH2:10][CH2:11][CH2:12][CH2:13][CH2:14][O:15][C:16]2[CH:23]=[CH:22][C:19]([C:20]#[N:21])=[CH:18][CH:17]=2)=[CH:7][CH:6]=1)=O.[NH2:26][C:27]([NH2:29])=[S:28]. The catalyst is C(O)C. The product is [NH2:29][C:27]1[S:28][CH:2]=[C:3]([C:5]2[CH:25]=[CH:24][C:8]([O:9][CH2:10][CH2:11][CH2:12][CH2:13][CH2:14][O:15][C:16]3[CH:23]=[CH:22][C:19]([C:20]#[N:21])=[CH:18][CH:17]=3)=[CH:7][CH:6]=2)[N:26]=1. The yield is 0.980. (5) The reactants are [CH3:1][C:2]1[C:7]([CH:8]([CH2:13][CH2:14][CH3:15])[C:9]([O:11]C)=[O:10])=[C:6]([C:16]2[CH:21]=[CH:20][CH:19]=[CH:18][CH:17]=2)[N:5]=[C:4](/[CH:22]=[CH:23]/[C:24]2[CH:29]=[CH:28][CH:27]=[CH:26][CH:25]=2)[N:3]=1.[OH-].[Na+]. The catalyst is C(O)C.O1CCCC1. The product is [CH3:1][C:2]1[C:7]([CH:8]([CH2:13][CH2:14][CH3:15])[C:9]([OH:11])=[O:10])=[C:6]([C:16]2[CH:17]=[CH:18][CH:19]=[CH:20][CH:21]=2)[N:5]=[C:4](/[CH:22]=[CH:23]/[C:24]2[CH:29]=[CH:28][CH:27]=[CH:26][CH:25]=2)[N:3]=1. The yield is 0.400. (6) The reactants are [F:1][C:2]1[CH:10]=[CH:9][CH:8]=[C:7]([F:11])[C:3]=1[C:4](Cl)=[O:5].[CH3:12][O:13][C:14]1[CH:22]=[C:21]2[C:17]([CH2:18][CH2:19][CH2:20]2)=[CH:16][C:15]=1[C:23]1[CH:24]=[CH:25][C:26]([NH2:29])=[N:27][CH:28]=1.CCN(C(C)C)C(C)C. The catalyst is ClCCl.O1CCCC1.CO.[OH-].[Na+]. The product is [F:1][C:2]1[CH:10]=[CH:9][CH:8]=[C:7]([F:11])[C:3]=1[C:4]([NH:29][C:26]1[CH:25]=[CH:24][C:23]([C:15]2[CH:16]=[C:17]3[C:21](=[CH:22][C:14]=2[O:13][CH3:12])[CH2:20][CH2:19][CH2:18]3)=[CH:28][N:27]=1)=[O:5]. The yield is 0.300. (7) The reactants are [C:1]([O:5][C@@H:6]([C:11]1[C:40]([CH3:41])=[C:39]([CH2:42][OH:43])[C:38]2=[N:44][C:35]3=[CH:36][N:37]2[C:12]=1[N:13]1[CH2:49][CH2:48][C:16]([CH3:50])([O:17][CH2:18][CH2:19][CH2:20][CH2:21][C@H:22]([CH3:47])[O:23][C:24]2[CH:25]=[CH:26][C:27]([F:46])=[CH:28][C:29]=2[C:30]2[CH:45]=[C:34]3[CH:33]=[CH:32][CH:31]=2)[CH2:15][CH2:14]1)[C:7]([O:9]C)=[O:8])([CH3:4])([CH3:3])[CH3:2].C(O[C@@H](C1C(C)=CC2=NC3=C(Cl)N2C=1N1CCC(C)(OCCCC[C@H](C)OC2C=CC(C)=CC=2C2C=C3C=CC=2)CC1)C(O)=O)(C)(C)C. No catalyst specified. The product is [C:1]([O:5][C@@H:6]([C:11]1[C:40]([CH3:41])=[C:39]([CH2:42][OH:43])[C:38]2=[N:44][C:35]3=[CH:36][N:37]2[C:12]=1[N:13]1[CH2:14][CH2:15][C:16]([CH3:50])([O:17][CH2:18][CH2:19][CH2:20][CH2:21][C@H:22]([CH3:47])[O:23][C:24]2[CH:25]=[CH:26][C:27]([F:46])=[CH:28][C:29]=2[C:30]2[CH:45]=[C:34]3[CH:33]=[CH:32][CH:31]=2)[CH2:48][CH2:49]1)[C:7]([OH:9])=[O:8])([CH3:4])([CH3:2])[CH3:3]. The yield is 0.721.